Dataset: Full USPTO retrosynthesis dataset with 1.9M reactions from patents (1976-2016). Task: Predict the reactants needed to synthesize the given product. (1) Given the product [CH:16]([C:14]1[N:13]=[CH:12][N:11]([C:2]2[CH:3]=[C:4]([CH:8]=[CH:9][N:10]=2)[C:5]([OH:7])=[O:6])[CH:15]=1)=[O:17], predict the reactants needed to synthesize it. The reactants are: Br[C:2]1[CH:3]=[C:4]([CH:8]=[CH:9][N:10]=1)[C:5]([OH:7])=[O:6].[NH:11]1[CH:15]=[C:14]([CH:16]=[O:17])[N:13]=[CH:12]1. (2) Given the product [F:64]/[C:58](=[CH:57]\[C:52]1[CH:53]=[CH:54][CH:55]=[CH:56][C:51]=1[NH:50][C:10](=[O:12])[C:9]1[CH:13]=[CH:14][CH:15]=[CH:16][C:8]=1[O:1][C:2]1[CH:3]=[CH:4][CH:5]=[CH:6][CH:7]=1)/[C:59]([O:61][CH2:62][CH3:63])=[O:60], predict the reactants needed to synthesize it. The reactants are: [O:1]([C:8]1[CH:16]=[CH:15][CH:14]=[CH:13][C:9]=1[C:10]([OH:12])=O)[C:2]1[CH:7]=[CH:6][CH:5]=[CH:4][CH:3]=1.CN(C(ON1N=NC2C=CC=NC1=2)=[N+](C)C)C.F[P-](F)(F)(F)(F)F.CCN(C(C)C)C(C)C.[NH2:50][C:51]1[CH:56]=[CH:55][CH:54]=[CH:53][C:52]=1/[CH:57]=[C:58](\[F:64])/[C:59]([O:61][CH2:62][CH3:63])=[O:60]. (3) Given the product [CH2:1]([C:3]1[CH:11]=[C:10]([CH3:12])[C:9]([CH:13]=[O:14])=[CH:8][C:4]=1[C:5]([N:40]1[CH2:45][CH2:44][CH:43]([C:46]2[CH:53]=[CH:52][C:49]([C:50]#[N:51])=[CH:48][CH:47]=2)[CH2:42][CH2:41]1)=[O:7])[CH3:2], predict the reactants needed to synthesize it. The reactants are: [CH2:1]([C:3]1[CH:11]=[C:10]([CH3:12])[C:9]([CH:13]=[O:14])=[CH:8][C:4]=1[C:5]([OH:7])=O)[CH3:2].CN(C(ON1N=NC2C=CC=CC1=2)=[N+](C)C)C.F[P-](F)(F)(F)(F)F.Cl.[NH:40]1[CH2:45][CH2:44][CH:43]([C:46]2[CH:53]=[CH:52][C:49]([C:50]#[N:51])=[CH:48][CH:47]=2)[CH2:42][CH2:41]1. (4) Given the product [N+:37]([C:40]1[CH:45]=[C:44]([C:2]2[CH:36]=[CH:35][CH:34]=[C:4]([CH2:5][N:6]([C@@H:24]3[C:33]4[C:28](=[CH:29][CH:30]=[CH:31][CH:32]=4)[CH2:27][CH2:26][CH2:25]3)[C:7]([C:9]3[CH:14]=[C:13]([C:15]([OH:17])=[O:16])[C:12]([C:18]([OH:20])=[O:19])=[CH:11][C:10]=3[C:21]([OH:23])=[O:22])=[O:8])[CH:3]=2)[CH:43]=[CH:42][CH:41]=1)([O-:39])=[O:38], predict the reactants needed to synthesize it. The reactants are: Br[C:2]1[CH:3]=[C:4]([CH:34]=[CH:35][CH:36]=1)[CH2:5][N:6]([C@@H:24]1[C:33]2[C:28](=[CH:29][CH:30]=[CH:31][CH:32]=2)[CH2:27][CH2:26][CH2:25]1)[C:7]([C:9]1[CH:14]=[C:13]([C:15]([OH:17])=[O:16])[C:12]([C:18]([OH:20])=[O:19])=[CH:11][C:10]=1[C:21]([OH:23])=[O:22])=[O:8].[N+:37]([C:40]1[CH:41]=[C:42](B(O)O)[CH:43]=[CH:44][CH:45]=1)([O-:39])=[O:38]. (5) Given the product [C:39]([C:38]1[CH:41]=[C:34]([C:32]2[CH:31]=[CH:30][N:29]=[C:28]([NH:1][C:2]3[CH:3]=[CH:4][C:5]([O:25][CH3:26])=[C:6]([CH:24]=3)[O:7][CH2:8][CH2:9][CH2:10][N:11]3[CH2:16][CH2:15][N:14]([C:17]([O:19][C:20]([CH3:21])([CH3:22])[CH3:23])=[O:18])[CH2:13][CH2:12]3)[N:33]=2)[CH:35]=[CH:36][C:37]=1[O:42][CH:43]1[CH2:48][CH2:47][O:46][CH2:45][CH2:44]1)#[N:40], predict the reactants needed to synthesize it. The reactants are: [NH2:1][C:2]1[CH:3]=[CH:4][C:5]([O:25][CH3:26])=[C:6]([CH:24]=1)[O:7][CH2:8][CH2:9][CH2:10][N:11]1[CH2:16][CH2:15][N:14]([C:17]([O:19][C:20]([CH3:23])([CH3:22])[CH3:21])=[O:18])[CH2:13][CH2:12]1.Cl[C:28]1[N:33]=[C:32]([C:34]2[CH:35]=[CH:36][C:37]([O:42][CH:43]3[CH2:48][CH2:47][O:46][CH2:45][CH2:44]3)=[C:38]([CH:41]=2)[C:39]#[N:40])[CH:31]=[CH:30][N:29]=1. (6) Given the product [CH2:45]([O:47][C:48]([C:50]1([CH2:56][CH2:57][O:58][CH3:59])[CH2:51][CH2:52][N:53]([C:6](=[O:8])[CH2:5][CH2:4][CH:1]2[CH2:2][CH2:3]2)[CH2:54][CH2:55]1)=[O:49])[CH3:46], predict the reactants needed to synthesize it. The reactants are: [CH:1]1([CH2:4][CH2:5][C:6]([OH:8])=O)[CH2:3][CH2:2]1.C(N(C(C)C)C(C)C)C.F[P-](F)(F)(F)(F)F.N1(O[P+](N(C)C)(N(C)C)N(C)C)C2C=CC=CC=2N=N1.[CH2:45]([O:47][C:48]([C:50]1([CH2:56][CH2:57][O:58][CH3:59])[CH2:55][CH2:54][NH:53][CH2:52][CH2:51]1)=[O:49])[CH3:46].